This data is from NCI-60 drug combinations with 297,098 pairs across 59 cell lines. The task is: Regression. Given two drug SMILES strings and cell line genomic features, predict the synergy score measuring deviation from expected non-interaction effect. Drug 1: C1=C(C(=O)NC(=O)N1)F. Drug 2: C(CC(=O)O)C(=O)CN.Cl. Cell line: A549. Synergy scores: CSS=47.6, Synergy_ZIP=2.30, Synergy_Bliss=-1.99, Synergy_Loewe=-13.3, Synergy_HSA=1.38.